This data is from Forward reaction prediction with 1.9M reactions from USPTO patents (1976-2016). The task is: Predict the product of the given reaction. (1) Given the reactants [CH3:1]/[CH:2]=[CH:3]/[C:4]([CH:6]1[C:11]([CH3:13])([CH3:12])[CH2:10][CH:9]=[CH:8][CH:7]1[CH3:14])=[O:5].[SH:15][CH2:16][C:17]([O:19][CH2:20][CH2:21][CH2:22][CH2:23][O:24][C:25](=[O:28])[CH2:26][SH:27])=[O:18].C([C@@H](SC(CC(=O)C1C(C)(C)CC=CC1C)C)C([O-])=O)CCC[C@H](SC(CC(C1C(C)(C)CC=CC1C)=O)C)C([O-])=O, predict the reaction product. The product is: [O:5]=[C:4]([CH:6]1[C:11]([CH3:12])([CH3:13])[CH2:10][CH:9]=[CH:8][CH:7]1[CH3:14])[CH2:3][CH:2]([S:15][CH2:16][C:17]([O:19][CH2:20][CH2:21][CH2:22][CH2:23][O:24][C:25](=[O:28])[CH2:26][SH:27])=[O:18])[CH3:1]. (2) Given the reactants [C:1]([O:5][C:6](=[O:45])[CH2:7][N:8]1[C:14](=[O:15])C[CH2:12][N:11]([C:16](=[O:39])[NH:17][CH2:18][C:19]2[CH:24]=[CH:23][C:22]([C:25]([N:27]3[CH2:33][CH2:32][CH2:31][CH2:30][C:29]4[CH:34]=[CH:35][CH:36]=[CH:37][C:28]3=4)=[O:26])=[CH:21][C:20]=2[CH3:38])[C:10]2[C:40](F)=[CH:41][CH:42]=[CH:43][C:9]1=2)([CH3:4])([CH3:3])[CH3:2].C(OC(=O)CN1C2C(=C([Cl:63])C=CC=2)NCC1=O)(C)(C)C.C(Cl)(Cl)=O.C(N(C(C)C)CC)(C)C.NCC1C=CC(C(N2CCCCC3C=CC=CC2=3)=O)=CC=1C, predict the reaction product. The product is: [C:1]([O:5][C:6](=[O:45])[CH2:7][N:8]1[C:9]2[C:10](=[C:40]([Cl:63])[CH:41]=[CH:42][CH:43]=2)[N:11]([C:16](=[O:39])[NH:17][CH2:18][C:19]2[CH:24]=[CH:23][C:22]([C:25]([N:27]3[CH2:33][CH2:32][CH2:31][CH2:30][C:29]4[CH:34]=[CH:35][CH:36]=[CH:37][C:28]3=4)=[O:26])=[CH:21][C:20]=2[CH3:38])[CH2:12][C:14]1=[O:15])([CH3:2])([CH3:4])[CH3:3]. (3) Given the reactants O[CH:2]1[CH2:6][CH2:5][N:4]([C:7]2[CH:8]=[C:9]3[N:25]([CH3:26])[CH:24]=[CH:23][C:10]3=[N:11][C:12]=2[C@@H:13]([NH:15][C:16](=[O:22])[O:17][C:18]([CH3:21])([CH3:20])[CH3:19])[CH3:14])[CH2:3]1.[C:27]1(=[O:37])[C:35]2[C:30](=[CH:31][CH:32]=[CH:33][CH:34]=2)[C:29](=[O:36])[NH:28]1.C1C=CC(P(C2C=CC=CC=2)C2C=CC=CC=2)=CC=1.N(C(OCC)=O)=NC(OCC)=O, predict the reaction product. The product is: [O:37]=[C:27]1[C:35]2[C:30](=[CH:31][CH:32]=[CH:33][CH:34]=2)[C:29](=[O:36])[N:28]1[CH:2]1[CH2:6][CH2:5][N:4]([C:7]2[CH:8]=[C:9]3[N:25]([CH3:26])[CH:24]=[CH:23][C:10]3=[N:11][C:12]=2[C@@H:13]([NH:15][C:16](=[O:22])[O:17][C:18]([CH3:20])([CH3:19])[CH3:21])[CH3:14])[CH2:3]1. (4) Given the reactants [C:1]([C:3]1[C:8](F)=[CH:7][CH:6]=[CH:5][C:4]=1[C:10]1[CH:11]=[C:12]2[C:16](=[CH:17][CH:18]=1)[N:15]([C:19]([O:21][C:22]([CH3:25])([CH3:24])[CH3:23])=[O:20])[CH2:14][CH2:13]2)#[N:2].[CH3:26][NH:27][NH2:28], predict the reaction product. The product is: [NH2:2][C:1]1[C:3]2[C:8](=[CH:7][CH:6]=[CH:5][C:4]=2[C:10]2[CH:11]=[C:12]3[C:16](=[CH:17][CH:18]=2)[N:15]([C:19]([O:21][C:22]([CH3:25])([CH3:24])[CH3:23])=[O:20])[CH2:14][CH2:13]3)[N:27]([CH3:26])[N:28]=1. (5) Given the reactants [CH2:1]([NH2:4])[C:2]#[CH:3].[C:5]1([N:11]=[C:12]=[O:13])[CH:10]=[CH:9][CH:8]=[CH:7][CH:6]=1, predict the reaction product. The product is: [C:5]1([NH:11][C:12]([NH:4][CH2:1][C:2]#[CH:3])=[O:13])[CH:10]=[CH:9][CH:8]=[CH:7][CH:6]=1. (6) Given the reactants [Si:1]([O:8][C@@H:9]([C@H:17]1[CH2:21][O:20][C:19]([CH3:23])([CH3:22])[N:18]1[C:24]([O:26][C:27]([CH3:30])([CH3:29])[CH3:28])=[O:25])[C@H:10]([CH2:15]O)[C:11]([F:14])([F:13])[F:12])([C:4]([CH3:7])([CH3:6])[CH3:5])([CH3:3])[CH3:2].N(C(OC(C)C)=O)=NC(OC(C)C)=O.C1C=CC(P(C2C=CC=CC=2)C2C=CC=CC=2)=CC=1.C1C=CC(OP(OC2C=CC=CC=2)([N:73]=[N+:74]=[N-:75])=O)=CC=1, predict the reaction product. The product is: [N:73]([CH2:15][C@H:10]([C:11]([F:12])([F:14])[F:13])[C@H:9]([C@H:17]1[CH2:21][O:20][C:19]([CH3:23])([CH3:22])[N:18]1[C:24]([O:26][C:27]([CH3:28])([CH3:30])[CH3:29])=[O:25])[O:8][Si:1]([C:4]([CH3:6])([CH3:5])[CH3:7])([CH3:2])[CH3:3])=[N+:74]=[N-:75]. (7) Given the reactants [Cl:1][C:2]1[S:6][C:5]([C:7]2[C:8](=[O:37])[N:9]([CH2:29][CH2:30][C:31]3[CH:36]=[CH:35][CH:34]=[CH:33][CH:32]=3)[C:10]([C:14]3[CH:19]=[CH:18][CH:17]=[C:16]([F:20])[C:15]=3[O:21]CC3C=CC=CC=3)=[N:11][C:12]=2[CH3:13])=[CH:4][CH:3]=1.Br, predict the reaction product. The product is: [Cl:1][C:2]1[S:6][C:5]([C:7]2[C:8](=[O:37])[N:9]([CH2:29][CH2:30][C:31]3[CH:32]=[CH:33][CH:34]=[CH:35][CH:36]=3)[C:10]([C:14]3[CH:19]=[CH:18][CH:17]=[C:16]([F:20])[C:15]=3[OH:21])=[N:11][C:12]=2[CH3:13])=[CH:4][CH:3]=1.